From a dataset of Catalyst prediction with 721,799 reactions and 888 catalyst types from USPTO. Predict which catalyst facilitates the given reaction. (1) Reactant: [CH3:1][S:2]([O:5][C:6]1[CH:7]=[C:8]([C:16]([O:18][CH3:19])=[O:17])[CH:9]=[C:10]([CH:15]=1)[C:11]([O:13]C)=[O:12])(=[O:4])=[O:3].[OH-].[Na+]. Product: [CH3:19][O:18][C:16]([C:8]1[CH:9]=[C:10]([CH:15]=[C:6]([O:5][S:2]([CH3:1])(=[O:4])=[O:3])[CH:7]=1)[C:11]([OH:13])=[O:12])=[O:17]. The catalyst class is: 1. (2) Reactant: CS(O[C@H:6]1[CH2:10][CH2:9][N:8]([CH2:11][C:12]2[CH:17]=[CH:16][CH:15]=[CH:14][CH:13]=2)[CH2:7]1)(=O)=O.[C-:18]#[N:19].[Na+]. Product: [C:12]1([CH2:11][N:8]2[CH2:9][CH2:10][C@@H:6]([C:18]#[N:19])[CH2:7]2)[CH:17]=[CH:16][CH:15]=[CH:14][CH:13]=1. The catalyst class is: 3.